From a dataset of Forward reaction prediction with 1.9M reactions from USPTO patents (1976-2016). Predict the product of the given reaction. (1) Given the reactants [CH2:1]1[NH:6][CH2:5][CH2:4][N:3]2[CH2:7][C@H:8]([OH:10])[CH2:9][C@@H:2]12.C(N(CC)CC)C.[F:18][C:19]([F:30])([F:29])[C:20]1[CH:21]=[C:22]([CH:26]=[CH:27][CH:28]=1)[C:23](Cl)=[O:24], predict the reaction product. The product is: [OH:10][C@H:8]1[CH2:7][N:3]2[CH2:4][CH2:5][N:6]([C:23]([C:22]3[CH:26]=[CH:27][CH:28]=[C:20]([C:19]([F:18])([F:29])[F:30])[CH:21]=3)=[O:24])[CH2:1][C@@H:2]2[CH2:9]1. (2) Given the reactants C(O)C.[C:4]1([CH:10]2[CH:15]([NH2:16])[CH2:14][CH2:13][CH2:12][NH:11]2)[CH:9]=[CH:8][CH:7]=[CH:6][CH:5]=1.[CH3:17][C:18]1[CH:44]=[CH:43][C:21]([C:22]([O:24][C@@H:25]([C:40]([O-:42])=[O:41])[C@@H:26]([O:30][C:31](=[O:39])[C:32]2[CH:37]=[CH:36][C:35]([CH3:38])=[CH:34][CH:33]=2)[C:27]([O-:29])=[O:28])=[O:23])=[CH:20][CH:19]=1, predict the reaction product. The product is: [CH3:17][C:18]1[CH:19]=[CH:20][C:21]([C:22]([O:24][C@@H:25]([C:40]([OH:42])=[O:41])[C@@H:26]([O:30][C:31](=[O:39])[C:32]2[CH:37]=[CH:36][C:35]([CH3:38])=[CH:34][CH:33]=2)[C:27]([OH:29])=[O:28])=[O:23])=[CH:43][CH:44]=1.[C:4]1([C@H:10]2[C@@H:15]([NH2:16])[CH2:14][CH2:13][CH2:12][NH:11]2)[CH:5]=[CH:6][CH:7]=[CH:8][CH:9]=1. (3) Given the reactants Cl[CH2:2][C:3](=[O:16])[CH2:4][N:5]1[C:13](=[O:14])[CH:12]2[CH:7]([CH2:8][CH:9]=[CH:10][CH2:11]2)[C:6]1=[O:15].[CH:17]([O:20][C:21]1[CH:26]=[CH:25][CH:24]=[CH:23][C:22]=1[N:27]1[CH2:32][CH2:31][NH:30][CH2:29][CH2:28]1)([CH3:19])[CH3:18].C(=O)([O-])[O-].[K+].[K+], predict the reaction product. The product is: [CH:17]([O:20][C:21]1[CH:26]=[CH:25][CH:24]=[CH:23][C:22]=1[N:27]1[CH2:32][CH2:31][N:30]([CH2:2][C:3](=[O:16])[CH2:4][N:5]2[C:13](=[O:14])[CH:12]3[CH:7]([CH2:8][CH:9]=[CH:10][CH2:11]3)[C:6]2=[O:15])[CH2:29][CH2:28]1)([CH3:19])[CH3:18]. (4) Given the reactants Cl[C:2]1[CH:3]=[C:4]([CH:9]=[C:10]([CH3:12])[N:11]=1)[C:5]([O:7][CH3:8])=[O:6].[C:13]([NH2:18])(=[O:17])[CH:14]([CH3:16])[CH3:15], predict the reaction product. The product is: [C:13]([NH:18][C:2]1[CH:3]=[C:4]([CH:9]=[C:10]([CH3:12])[N:11]=1)[C:5]([O:7][CH3:8])=[O:6])(=[O:17])[CH:14]([CH3:16])[CH3:15]. (5) The product is: [OH:1][C@@H:2]([C@H:4]1[C:24](=[O:25])[N:6]2[C:7]([C:21]([O:23][CH2:36][O:35][C:33]([O:32][CH:27]3[CH2:31][CH2:30][CH2:29][CH2:28]3)=[O:34])=[O:22])=[C:8]([S:11]/[CH:12]=[CH:13]\[C:14]3[S:18][CH:17]=[N:16][C:15]=3[CH2:19][OH:20])[C@H:9]([CH3:10])[C@H:5]12)[CH3:3]. Given the reactants [OH:1][C@@H:2]([C@H:4]1[C:24](=[O:25])[N:6]2[C:7]([C:21]([O-:23])=[O:22])=[C:8]([S:11]/[CH:12]=[CH:13]\[C:14]3[S:18][CH:17]=[N:16][C:15]=3[CH2:19][OH:20])[C@H:9]([CH3:10])[C@H:5]12)[CH3:3].[Na+].[CH:27]1([O:32][C:33]([O:35][CH2:36]I)=[O:34])[CH2:31][CH2:30][CH2:29][CH2:28]1, predict the reaction product. (6) Given the reactants [OH:1][C:2]([CH3:36])([CH3:35])[CH2:3][C@@:4]1([C:29]2[CH:34]=[CH:33][CH:32]=[CH:31][CH:30]=2)[O:9][C:8](=[O:10])[N:7]([C@H:11]([C:14]2[CH:19]=[CH:18][C:17](B3OC(C)(C)C(C)(C)O3)=[CH:16][CH:15]=2)[CH2:12]C)[CH2:6][CH2:5]1.Br[C:38]1[S:39][C:40]([C:43]([N:45]([CH3:47])[CH3:46])=[O:44])=[CH:41][N:42]=1.C(OC(C)C)(=O)C, predict the reaction product. The product is: [OH:1][C:2]([CH3:35])([CH3:36])[CH2:3][C@@:4]1([C:29]2[CH:34]=[CH:33][CH:32]=[CH:31][CH:30]=2)[O:9][C:8](=[O:10])[N:7]([C@H:11]([C:14]2[CH:15]=[CH:16][C:17]([C:38]3[S:39][C:40]([C:43]([N:45]([CH3:47])[CH3:46])=[O:44])=[CH:41][N:42]=3)=[CH:18][CH:19]=2)[CH3:12])[CH2:6][CH2:5]1. (7) Given the reactants [NH:1]1[CH:5]=[CH:4][N:3]=[C:2]1[C:6]([OH:8])=O.[F:9][C@H:10]1[C@@H:15]([O:16][C:17]2[CH:24]=[CH:23][C:22]([C:25]3[N:30]=[C:29]([NH:31][C:32]4[CH:37]=[CH:36][C:35]([N:38]5[CH2:43][CH2:42][N:41]([CH:44]6[CH2:47][O:46][CH2:45]6)[CH2:40][CH2:39]5)=[CH:34][CH:33]=4)[N:28]=[CH:27][N:26]=3)=[CH:21][C:18]=2[C:19]#[N:20])[CH2:14][CH2:13][NH:12][CH2:11]1, predict the reaction product. The product is: [F:9][C@H:10]1[C@@H:15]([O:16][C:17]2[CH:24]=[CH:23][C:22]([C:25]3[N:30]=[C:29]([NH:31][C:32]4[CH:37]=[CH:36][C:35]([N:38]5[CH2:39][CH2:40][N:41]([CH:44]6[CH2:47][O:46][CH2:45]6)[CH2:42][CH2:43]5)=[CH:34][CH:33]=4)[N:28]=[CH:27][N:26]=3)=[CH:21][C:18]=2[C:19]#[N:20])[CH2:14][CH2:13][N:12]([C:6]([C:2]2[NH:1][CH:5]=[CH:4][N:3]=2)=[O:8])[CH2:11]1. (8) Given the reactants CON(C)[C:4](=[O:14])[CH2:5][NH:6][C:7](=[O:13])[O:8][C:9]([CH3:12])([CH3:11])[CH3:10].[CH:16]([Mg]Cl)([CH3:18])[CH3:17].C1([Mg]Br)CC1, predict the reaction product. The product is: [CH:16]1([C:4](=[O:14])[CH2:5][NH:6][C:7](=[O:13])[O:8][C:9]([CH3:10])([CH3:11])[CH3:12])[CH2:18][CH2:17]1. (9) Given the reactants [OH:1][CH2:2][CH2:3][N:4]([CH3:36])[C:5]1[CH:10]=[CH:9][C:8]([C:11]2[N:20]=[C:19]([NH:21][CH2:22][C@H:23]3[O:28][CH2:27][CH2:26][N:25](C(OC(C)(C)C)=O)[CH2:24]3)[C:18]3[C:13](=[N:14][CH:15]=[CH:16][N:17]=3)[CH:12]=2)=[CH:7][CH:6]=1.Cl, predict the reaction product. The product is: [CH3:36][N:4]([C:5]1[CH:6]=[CH:7][C:8]([C:11]2[N:20]=[C:19]([NH:21][CH2:22][C@H:23]3[O:28][CH2:27][CH2:26][NH:25][CH2:24]3)[C:18]3[C:13](=[N:14][CH:15]=[CH:16][N:17]=3)[CH:12]=2)=[CH:9][CH:10]=1)[CH2:3][CH2:2][OH:1].